From a dataset of Full USPTO retrosynthesis dataset with 1.9M reactions from patents (1976-2016). Predict the reactants needed to synthesize the given product. (1) Given the product [CH2:1]([N:5]([CH2:26][CH2:27][CH2:28][CH3:29])[C:6]([C:8]1[CH:9]=[C:10]2[N:16]([CH2:42][CH2:43][CH2:44][N:45]3[CH2:50][CH2:49][CH2:48][CH2:47][CH2:46]3)[C:15]([NH:17][C:18]3[CH:19]=[CH:20][C:21]([O:24][CH3:25])=[CH:22][CH:23]=3)=[N:14][C:11]2=[N:12][CH:13]=1)=[O:7])[CH2:2][CH2:3][CH3:4], predict the reactants needed to synthesize it. The reactants are: [CH2:1]([N:5]([CH2:26][CH2:27][CH2:28][CH3:29])[C:6]([C:8]1[CH:9]=[C:10]2[NH:16][C:15]([NH:17][C:18]3[CH:23]=[CH:22][C:21]([O:24][CH3:25])=[CH:20][CH:19]=3)=[N:14][C:11]2=[N:12][CH:13]=1)=[O:7])[CH2:2][CH2:3][CH3:4].C[Si]([N-][Si](C)(C)C)(C)C.[Li+].Cl.Cl[CH2:42][CH2:43][CH2:44][N:45]1[CH2:50][CH2:49][CH2:48][CH2:47][CH2:46]1.FC(F)(F)C(O)=O. (2) Given the product [CH3:20][C:17]12[CH2:19][CH:13]([N:12]([C:10]([C:7]3[CH:8]=[C:9]4[C:4]([C:3]([C:23]#[N:25])=[CH:2][NH:1]4)=[CH:5][CH:6]=3)=[O:11])[CH2:18]1)[CH2:14][C:15]([CH3:22])([CH3:21])[CH2:16]2, predict the reactants needed to synthesize it. The reactants are: [NH:1]1[C:9]2[C:4](=[CH:5][CH:6]=[C:7]([C:10]([N:12]3[CH2:18][C:17]4([CH3:20])[CH2:19][CH:13]3[CH2:14][C:15]([CH3:22])([CH3:21])[CH2:16]4)=[O:11])[CH:8]=2)[CH:3]=[CH:2]1.[CH2:23]([N:25](CC)CC)C. (3) Given the product [C:26]([C:25]1[CH:28]=[CH:29][C:22]([O:21][CH2:20][C@@H:18]([OH:17])[CH2:19][N:7]2[CH2:6][CH:5]3[O:9][CH:1]([CH2:2][N:3]([C:10]([O:12][C:13]([CH3:16])([CH3:15])[CH3:14])=[O:11])[CH2:4]3)[CH2:8]2)=[CH:23][CH:24]=1)#[N:27], predict the reactants needed to synthesize it. The reactants are: [CH:1]12[O:9][CH:5]([CH2:6][NH:7][CH2:8]1)[CH2:4][N:3]([C:10]([O:12][C:13]([CH3:16])([CH3:15])[CH3:14])=[O:11])[CH2:2]2.[O:17]1[CH2:19][C@H:18]1[CH2:20][O:21][C:22]1[CH:29]=[CH:28][C:25]([C:26]#[N:27])=[CH:24][CH:23]=1.